This data is from Catalyst prediction with 721,799 reactions and 888 catalyst types from USPTO. The task is: Predict which catalyst facilitates the given reaction. (1) Reactant: [NH2:1][C@H:2]([C:4]1[C:5](=[O:15])[NH:6][C:7]2[C:12]([CH:13]=1)=[CH:11][C:10]([Cl:14])=[CH:9][N:8]=2)[CH3:3].F[C:17]1[C:22](=[O:23])[N:21]([CH3:24])[C:20]([C:25]#[N:26])=[CH:19][CH:18]=1.CCN(C(C)C)C(C)C.O. Product: [Cl:14][C:10]1[CH:11]=[C:12]2[C:7](=[N:8][CH:9]=1)[NH:6][C:5](=[O:15])[C:4]([C@@H:2]([NH:1][C:17]1[C:22](=[O:23])[N:21]([CH3:24])[C:20]([C:25]#[N:26])=[CH:19][CH:18]=1)[CH3:3])=[CH:13]2. The catalyst class is: 16. (2) Reactant: [CH3:1][C@@H:2]([OH:6])[CH2:3][O:4][CH3:5].[H-].[Na+].Cl[C:10]1[N:15]=[C:14]([C:16]([NH:18][CH2:19][C:20]([F:23])([F:22])[F:21])=[O:17])[CH:13]=[C:12]([S:24][CH3:25])[N:11]=1.CCOC(C)=O. Product: [CH3:5][O:4][CH2:3][C@H:2]([O:6][C:10]1[N:15]=[C:14]([C:16]([NH:18][CH2:19][C:20]([F:21])([F:22])[F:23])=[O:17])[CH:13]=[C:12]([S:24][CH3:25])[N:11]=1)[CH3:1]. The catalyst class is: 1. (3) Reactant: [CH3:1][O:2][C:3](=[O:17])[CH2:4][C:5](=O)[CH2:6][C:7]1[CH:12]=[C:11]([F:13])[C:10]([F:14])=[CH:9][C:8]=1[F:15].[C:18](=[O:25])([O:20][C:21]([CH3:24])([CH3:23])[CH3:22])[NH2:19].C1(C)C=CC(S(O)(=O)=O)=CC=1.CCCCN(C(NC(C1C=C(OC)C(OC)=C(OC)C=1)=O)=S)CCCC. Product: [CH3:1][O:2][C:3](=[O:17])[CH:4]=[C:5]([NH:19][C:18]([O:20][C:21]([CH3:24])([CH3:23])[CH3:22])=[O:25])[CH2:6][C:7]1[CH:12]=[C:11]([F:13])[C:10]([F:14])=[CH:9][C:8]=1[F:15]. The catalyst class is: 2. (4) Reactant: Cl.Cl[CH2:3][C:4]1[C:5]([NH:17][CH2:18][CH2:19][NH:20][C:21](=[O:23])[CH3:22])=[N:6][C:7]2[C:12]([CH:13]=1)=[CH:11][C:10]([O:14][CH2:15][CH3:16])=[CH:9][CH:8]=2.[CH3:24][O:25][C:26]1[CH:27]=[C:28]2[C:33](=[CH:34][C:35]=1[O:36][CH3:37])[C:32]([CH2:38][CH2:39][CH3:40])=[N:31][C:30]([OH:41])=[CH:29]2.[Li+].[OH-]. Product: [CH2:15]([O:14][C:10]1[CH:11]=[C:12]2[C:7](=[CH:8][CH:9]=1)[N:6]=[C:5]([NH:17][CH2:18][CH2:19][NH:20][C:21](=[O:23])[CH3:22])[C:4]([CH2:3][C:29]1[C:28]3[C:33](=[CH:34][C:35]([O:36][CH3:37])=[C:26]([O:25][CH3:24])[CH:27]=3)[C:32]([CH2:38][CH2:39][CH3:40])=[N:31][C:30]=1[OH:41])=[CH:13]2)[CH3:16]. The catalyst class is: 76. (5) Reactant: [NH2:1][C:2]1[CH:3]=[C:4]2[C:8](=[CH:9][CH:10]=1)[CH2:7][CH2:6][CH2:5]2.[CH2:11]([C:18]1([N:25]([CH3:27])[CH3:26])[CH2:23][CH2:22][C:21](=O)[CH2:20][CH2:19]1)[C:12]1[CH:17]=[CH:16][CH:15]=[CH:14][CH:13]=1.S([O-])([O-])(=O)=O.[Na+].[Na+].C(O[BH-](OC(=O)C)OC(=O)C)(=O)C.[Na+]. Product: [CH2:11]([C:18]1([N:25]([CH3:26])[CH3:27])[CH2:23][CH2:22][CH:21]([NH:1][C:2]2[CH:3]=[C:4]3[C:8](=[CH:9][CH:10]=2)[CH2:7][CH2:6][CH2:5]3)[CH2:20][CH2:19]1)[C:12]1[CH:17]=[CH:16][CH:15]=[CH:14][CH:13]=1. The catalyst class is: 26. (6) Reactant: [N+:1]([O-:4])(O)=[O:2].[NH:5]1[CH2:10][CH2:9][CH:8]([CH2:11][C:12]2[CH:17]=[CH:16][C:15]([OH:18])=[CH:14][CH:13]=2)[CH2:7][CH2:6]1. Product: [N+:1]([C:16]1[CH:17]=[C:12]([CH2:11][CH:8]2[CH2:7][CH2:6][NH:5][CH2:10][CH2:9]2)[CH:13]=[CH:14][C:15]=1[OH:18])([O-:4])=[O:2]. The catalyst class is: 15. (7) Reactant: I[C:2]1[N:11]=[C:10]2[N:4]([CH2:5][CH2:6][C:7]3[CH:23]=[CH:22][CH:21]=[CH:20][C:8]=3[CH:9]2[O:12][CH:13]2[CH2:18][CH2:17][N:16]([CH3:19])[CH2:15][CH2:14]2)[CH:3]=1.C[C:25]1[CH:26]=[C:27](B2OC(C)(C)C(C)(C)O2)[S:28][CH:29]=1.[F-].[Cs+].N.O1CCOC[CH2:43]1. Product: [CH3:19][N:16]1[CH2:17][CH2:18][CH:13]([O:12][CH:9]2[C:8]3[CH:20]=[CH:21][CH:22]=[CH:23][C:7]=3[CH2:6][CH2:5][N:4]3[C:10]2=[N:11][C:2]([C:29]2[S:28][C:27]([CH3:43])=[CH:26][CH:25]=2)=[CH:3]3)[CH2:14][CH2:15]1. The catalyst class is: 263. (8) Reactant: Cl[C:2]1[N:3]=[C:4](Cl)[C:5]2[CH:10]=[CH:9][NH:8][C:6]=2[N:7]=1.C([N:15]([CH:18]([CH3:20])C)[CH2:16][CH3:17])(C)C.[NH:21]1[CH2:26][CH2:25][O:24][CH2:23][CH2:22]1.CN1C(=[O:33])CCC1. Product: [N:21]1([C:2]2[N:3]=[C:4]([N:15]3[CH2:16][CH2:17][O:33][CH2:20][CH2:18]3)[C:5]3[CH:10]=[CH:9][NH:8][C:6]=3[N:7]=2)[CH2:26][CH2:25][O:24][CH2:23][CH2:22]1. The catalyst class is: 13. (9) Reactant: [NH2:1][C:2]1[C:3]([CH3:24])=[C:4]([CH:20]=[C:21]([F:23])[CH:22]=1)[CH2:5][N:6]1[CH2:11][CH2:10][N:9]([C:12]([CH:14]2[CH2:18][CH2:17][CH2:16][CH2:15]2)=[O:13])[C@@H:8]([CH3:19])[CH2:7]1.C(OC([N:32]1[CH2:36][CH2:35][CH2:34][C@@H:33]1[C:37](O)=[O:38])=O)(C)(C)C.CN(C(ON1N=NC2C=CC=NC1=2)=[N+](C)C)C.F[P-](F)(F)(F)(F)F.CCN(C(C)C)C(C)C. Product: [CH:14]1([C:12]([N:9]2[CH2:10][CH2:11][N:6]([CH2:5][C:4]3[C:3]([CH3:24])=[C:2]([NH:1][C:37]([C@H:33]4[CH2:34][CH2:35][CH2:36][NH:32]4)=[O:38])[CH:22]=[C:21]([F:23])[CH:20]=3)[CH2:7][C@@H:8]2[CH3:19])=[O:13])[CH2:18][CH2:17][CH2:16][CH2:15]1. The catalyst class is: 2.